Dataset: Catalyst prediction with 721,799 reactions and 888 catalyst types from USPTO. Task: Predict which catalyst facilitates the given reaction. (1) Reactant: [CH3:1][C:2]1[O:3][C:4]([C:7]2[CH:12]=[CH:11][CH:10]=[CH:9][C:8]=2[N+:13]([O-])=O)=[N:5][N:6]=1.C(O)(C)C.[Cl-].[NH4+]. Product: [CH3:1][C:2]1[O:3][C:4]([C:7]2[CH:12]=[CH:11][CH:10]=[CH:9][C:8]=2[NH2:13])=[N:5][N:6]=1. The catalyst class is: 150. (2) Reactant: C([O:5][C:6]([NH:8][NH:9][C:10](=O)[CH2:11][CH2:12][O:13][C:14]1[CH:19]=[CH:18][CH:17]=[CH:16][C:15]=1[N:20]([C:22](=[O:42])[C:23]1[CH:28]=[CH:27][C:26]([Cl:29])=[C:25]([C:30]2[CH:31]=[N:32][C:33]([C:38]([F:41])([F:40])[F:39])=[CH:34][C:35]=2[C:36]#[N:37])[CH:24]=1)[CH3:21])=[O:7])(C)(C)C.CCN(C(C)C)C(C)C.C(Cl)(Cl)=O. Product: [Cl:29][C:26]1[CH:27]=[CH:28][C:23]([C:22]([N:20]([CH3:21])[C:15]2[CH:16]=[CH:17][CH:18]=[CH:19][C:14]=2[O:13][CH2:12][CH2:11][C:10]2[O:7][C:6](=[O:5])[NH:8][N:9]=2)=[O:42])=[CH:24][C:25]=1[C:30]1[CH:31]=[N:32][C:33]([C:38]([F:41])([F:40])[F:39])=[CH:34][C:35]=1[C:36]#[N:37]. The catalyst class is: 89. (3) Reactant: [CH:1]([C:4]1[N:8]([C:9]2[N:17]=[C:16]3[C:12]([N:13]=[C:14]([CH:19]=O)[N:15]3[CH3:18])=[C:11]([N:21]3[CH2:26][CH2:25][O:24][CH2:23][CH2:22]3)[N:10]=2)[C:7]2[CH:27]=[CH:28][CH:29]=[CH:30][C:6]=2[N:5]=1)([CH3:3])[CH3:2].[NH:31]1[CH2:34][CH:33]([N:35]2[CH2:40][CH2:39][CH:38]([OH:41])[CH2:37][CH2:36]2)[CH2:32]1.C(O[BH-](OC(=O)C)OC(=O)C)(=O)C.[Na+]. Product: [CH:1]([C:4]1[N:8]([C:9]2[N:17]=[C:16]3[C:12]([N:13]=[C:14]([CH2:19][N:31]4[CH2:34][CH:33]([N:35]5[CH2:40][CH2:39][CH:38]([OH:41])[CH2:37][CH2:36]5)[CH2:32]4)[N:15]3[CH3:18])=[C:11]([N:21]3[CH2:22][CH2:23][O:24][CH2:25][CH2:26]3)[N:10]=2)[C:7]2[CH:27]=[CH:28][CH:29]=[CH:30][C:6]=2[N:5]=1)([CH3:2])[CH3:3]. The catalyst class is: 26. (4) Reactant: [Cl:1][C:2]1[CH:21]=[CH:20][C:5]2[O:6][C:7]3[CH:19]=[CH:18][CH:17]=[CH:16][C:8]=3[C:9]3[CH2:13][N:12]([CH3:14])[C:11](=[O:15])[C:10]=3[C:4]=2[CH:3]=1.[Mg].Cl. Product: [Cl:1][C:2]1[CH:21]=[CH:20][C:5]2[O:6][C:7]3[CH:19]=[CH:18][CH:17]=[CH:16][C:8]=3[C@H:9]3[CH2:13][N:12]([CH3:14])[C:11](=[O:15])[C@@H:10]3[C:4]=2[CH:3]=1. The catalyst class is: 5.